Task: Predict the product of the given reaction.. Dataset: Forward reaction prediction with 1.9M reactions from USPTO patents (1976-2016) (1) Given the reactants [Cl:1][C:2]1[CH:7]=[CH:6][C:5]([N:8]2[C:17](=[O:18])[C:16]3[C:11](=[CH:12][C:13]([OH:21])=[C:14]([O:19]C)[CH:15]=3)[N:10]=[C:9]2[CH:22]([CH3:24])[CH3:23])=[CH:4][CH:3]=1.[OH-].[Na+], predict the reaction product. The product is: [Cl:1][C:2]1[CH:3]=[CH:4][C:5]([N:8]2[C:17](=[O:18])[C:16]3[C:11](=[CH:12][C:13]([OH:21])=[C:14]([OH:19])[CH:15]=3)[N:10]=[C:9]2[CH:22]([CH3:24])[CH3:23])=[CH:6][CH:7]=1. (2) Given the reactants I[C:2]1[CH:7]=[CH:6][C:5]([CH:8]2[CH2:13][CH2:12][CH2:11][CH:10]([OH:14])[CH2:9]2)=[CH:4][CH:3]=1.[Cl:15][C:16]1[CH:21]=[CH:20][C:19]([C:22]2[CH:23]=[CH:24][C:25]([C:28]#[CH:29])=[N:26][CH:27]=2)=[CH:18][CH:17]=1, predict the reaction product. The product is: [Cl:15][C:16]1[CH:17]=[CH:18][C:19]([C:22]2[CH:23]=[CH:24][C:25]([C:28]#[C:29][C:2]3[CH:7]=[CH:6][C:5]([CH:8]4[CH2:13][CH2:12][CH2:11][CH:10]([OH:14])[CH2:9]4)=[CH:4][CH:3]=3)=[N:26][CH:27]=2)=[CH:20][CH:21]=1. (3) Given the reactants [CH3:1][O:2][C:3]1[CH:4]=[C:5]2[C:9](=[CH:10][CH:11]=1)[NH:8][C:7]([C:12]([O:14][CH2:15][CH3:16])=[O:13])=[CH:6]2.[H-].[Na+].Br[CH2:20][C:21]#[N:22], predict the reaction product. The product is: [CH2:15]([O:14][C:12]([C:7]1[N:8]([CH2:20][C:21]#[N:22])[C:9]2[C:5]([CH:6]=1)=[CH:4][C:3]([O:2][CH3:1])=[CH:11][CH:10]=2)=[O:13])[CH3:16].